From a dataset of Forward reaction prediction with 1.9M reactions from USPTO patents (1976-2016). Predict the product of the given reaction. (1) Given the reactants [C:1]([NH:4][C:5]1[C:14]2[CH2:13][CH2:12][CH2:11][CH2:10][C:9]=2[CH:8]=[CH:7][CH:6]=1)(=[O:3])[CH3:2].[Br:15]Br.O, predict the reaction product. The product is: [C:1]([NH:4][C:5]1[C:14]2[CH2:13][CH2:12][CH2:11][CH2:10][C:9]=2[C:8]([Br:15])=[CH:7][CH:6]=1)(=[O:3])[CH3:2]. (2) Given the reactants [C:1]([O:5][C:6](=[O:16])[NH:7][CH2:8][CH2:9][CH2:10][NH:11][C:12](=[NH:15])SC)([CH3:4])([CH3:3])[CH3:2].C(N(CC)CC)C.[NH2:24][CH2:25][C:26]1[CH:30]=[N:29][N:28]([CH2:31][C@@H:32]2[C@H:35]([NH:36][C:37](=[O:53])/[C:38](=[N:45]\[O:46][C:47]3([C:50]([OH:52])=[O:51])[CH2:49][CH2:48]3)/[C:39]3[N:40]=[C:41]([NH2:44])[S:42][CH:43]=3)[C:34](=[O:54])[N:33]2[S:55]([OH:58])(=[O:57])=[O:56])[N:27]=1.CN(C=O)C, predict the reaction product. The product is: [NH2:44][C:41]1[S:42][CH:43]=[C:39](/[C:38](=[N:45]/[O:46][C:47]2([C:50]([OH:52])=[O:51])[CH2:49][CH2:48]2)/[C:37]([NH:36][C@@H:35]2[C:34](=[O:54])[N:33]([S:55]([OH:58])(=[O:56])=[O:57])[C@@H:32]2[CH2:31][N:28]2[N:27]=[C:26]([CH2:25][NH:24][C:12](=[NH:15])[NH:11][CH2:10][CH2:9][CH2:8][NH:7][C:6](=[O:16])[O:5][C:1]([CH3:2])([CH3:3])[CH3:4])[CH:30]=[N:29]2)=[O:53])[N:40]=1. (3) Given the reactants [Cl:1][C:2]1[N:7]=[CH:6][C:5]([N:8]([CH3:25])[C:9](=[O:24])[C:10]2[CH:15]=[C:14]([C:16]([F:19])([F:18])[F:17])[CH:13]=[C:12]([C:20]([F:23])([F:22])[F:21])[CH:11]=2)=[C:4](C2C=CC(F)=CC=2C)[CH:3]=1.[Cl:34][C:35]1[C:36](I)=[CH:37][C:38]([F:41])=[N:39][CH:40]=1, predict the reaction product. The product is: [Cl:1][C:2]1[N:7]=[CH:6][C:5]([N:8]([CH3:25])[C:9](=[O:24])[C:10]2[CH:15]=[C:14]([C:16]([F:17])([F:19])[F:18])[CH:13]=[C:12]([C:20]([F:21])([F:22])[F:23])[CH:11]=2)=[C:4]([C:36]2[C:35]([Cl:34])=[CH:40][N:39]=[C:38]([F:41])[CH:37]=2)[CH:3]=1. (4) Given the reactants [NH2:1][C@@H:2]([CH2:5][CH3:6])[CH2:3][OH:4].C([O-])([O-])=O.[K+].[K+].[Br:13][C:14]1[CH:15]=[C:16]([CH:21]=[CH:22][C:23]=1[CH2:24]Br)[C:17]([O:19][CH3:20])=[O:18], predict the reaction product. The product is: [Br:13][C:14]1[CH:15]=[C:16]([CH:21]=[CH:22][C:23]=1[CH2:24][NH:1][C@@H:2]([CH2:5][CH3:6])[CH2:3][OH:4])[C:17]([O:19][CH3:20])=[O:18]. (5) Given the reactants Br[C:2]1[CH:3]=[C:4]([O:8][CH3:9])[CH:5]=[CH:6][CH:7]=1.[F:10][C:11]1[CH:16]=[CH:15][C:14]([CH:17]=[O:18])=[CH:13][C:12]=1B(O)O, predict the reaction product. The product is: [F:10][C:11]1[C:16]([C:2]2[CH:7]=[CH:6][CH:5]=[C:4]([O:8][CH3:9])[CH:3]=2)=[CH:15][C:14]([CH:17]=[O:18])=[CH:13][CH:12]=1. (6) The product is: [C:1]([O:5][C@@H:6]([C:12]1[C:37]([CH3:38])=[CH:36][C:15]2[N:16]=[C:17]([C:19]3[CH:27]=[C:26]4[C:22]([C:23]([CH:29]5[CH2:34][CH2:33][N:32]([CH3:35])[CH2:31][CH2:30]5)=[N:24][N:25]4[CH3:28])=[CH:21][CH:20]=3)[S:18][C:14]=2[C:13]=1[C:39]1[CH:40]=[CH:41][C:42]([Cl:45])=[CH:43][CH:44]=1)[C:7]([OH:9])=[O:8])([CH3:4])([CH3:2])[CH3:3]. Given the reactants [C:1]([O:5][C@@H:6]([C:12]1[C:37]([CH3:38])=[CH:36][C:15]2[N:16]=[C:17]([C:19]3[CH:27]=[C:26]4[C:22]([C:23]([C:29]5[CH2:30][CH2:31][N:32]([CH3:35])[CH2:33][CH:34]=5)=[N:24][N:25]4[CH3:28])=[CH:21][CH:20]=3)[S:18][C:14]=2[C:13]=1[C:39]1[CH:44]=[CH:43][C:42]([Cl:45])=[CH:41][CH:40]=1)[C:7]([O:9]CC)=[O:8])([CH3:4])([CH3:3])[CH3:2], predict the reaction product.